This data is from NCI-60 drug combinations with 297,098 pairs across 59 cell lines. The task is: Regression. Given two drug SMILES strings and cell line genomic features, predict the synergy score measuring deviation from expected non-interaction effect. (1) Drug 1: CN1C2=C(C=C(C=C2)N(CCCl)CCCl)N=C1CCCC(=O)O.Cl. Drug 2: CC1=C(C=C(C=C1)C(=O)NC2=CC(=CC(=C2)C(F)(F)F)N3C=C(N=C3)C)NC4=NC=CC(=N4)C5=CN=CC=C5. Cell line: A498. Synergy scores: CSS=-1.14, Synergy_ZIP=0.974, Synergy_Bliss=-0.567, Synergy_Loewe=0.403, Synergy_HSA=-2.54. (2) Drug 1: C1=CC=C(C=C1)NC(=O)CCCCCCC(=O)NO. Drug 2: C(=O)(N)NO. Cell line: M14. Synergy scores: CSS=3.36, Synergy_ZIP=-0.622, Synergy_Bliss=0.871, Synergy_Loewe=-8.62, Synergy_HSA=-1.60.